Dataset: NCI-60 drug combinations with 297,098 pairs across 59 cell lines. Task: Regression. Given two drug SMILES strings and cell line genomic features, predict the synergy score measuring deviation from expected non-interaction effect. (1) Drug 1: CC12CCC(CC1=CCC3C2CCC4(C3CC=C4C5=CN=CC=C5)C)O. Drug 2: CNC(=O)C1=CC=CC=C1SC2=CC3=C(C=C2)C(=NN3)C=CC4=CC=CC=N4. Cell line: HL-60(TB). Synergy scores: CSS=3.43, Synergy_ZIP=-0.916, Synergy_Bliss=6.05, Synergy_Loewe=-5.40, Synergy_HSA=0.993. (2) Drug 1: C#CCC(CC1=CN=C2C(=N1)C(=NC(=N2)N)N)C3=CC=C(C=C3)C(=O)NC(CCC(=O)O)C(=O)O. Drug 2: C(CC(=O)O)C(=O)CN.Cl. Cell line: HCT-15. Synergy scores: CSS=3.14, Synergy_ZIP=3.65, Synergy_Bliss=5.37, Synergy_Loewe=-97.5, Synergy_HSA=0.871.